The task is: Predict the reaction yield, written as a fraction of the theoretical maximum amount of product (1.0 means a 100% yield; for example, 0.34 means a 34% yield).. This data is from Reaction yield outcomes from USPTO patents with 853,638 reactions. (1) The reactants are [C:1]1([S:7]([NH:10][C:11]2[CH:16]=[CH:15][C:14]([CH:17]=[CH:18][C:19]([OH:21])=O)=[CH:13][CH:12]=2)(=[O:9])=[O:8])[CH:6]=[CH:5][CH:4]=[CH:3][CH:2]=1.Cl.CN(C)CCCN=C=NCC.O.[OH:35][N:36]1C2C=CC=CC=2N=N1.NOC1CCCCO1.C12(CS(O)(=O)=O)C(C)(C)C(CC1)CC2=O. The catalyst is CN(C=O)C. The product is [OH:35][NH:36][C:19](=[O:21])[CH:18]=[CH:17][C:14]1[CH:15]=[CH:16][C:11]([NH:10][S:7]([C:1]2[CH:6]=[CH:5][CH:4]=[CH:3][CH:2]=2)(=[O:9])=[O:8])=[CH:12][CH:13]=1. The yield is 0.550. (2) The reactants are [CH3:1][O:2][CH2:3][CH2:4][O:5][CH2:6][C:7]([OH:9])=[O:8].[OH-].[Na+].[CH2:12](Br)[C:13]1[CH:18]=[CH:17][CH:16]=[CH:15][CH:14]=1. The catalyst is [Br-].C([N+](CCCC)(CCCC)CCCC)CCC.ClCCl. The product is [CH3:1][O:2][CH2:3][CH2:4][O:5][CH2:6][C:7]([O:9][CH2:12][C:13]1[CH:18]=[CH:17][CH:16]=[CH:15][CH:14]=1)=[O:8]. The yield is 0.940. (3) The yield is 0.990. The reactants are O=[C:2]1[CH2:7][CH2:6][N:5]([C:8]([O:10][C:11]([CH3:14])([CH3:13])[CH3:12])=[O:9])[CH2:4][CH:3]1[C:15]([O:17][CH3:18])=[O:16].[NH4+:19]. The catalyst is CO.C(Cl)Cl. The product is [NH2:19][C:2]1[CH2:7][CH2:6][N:5]([C:8]([O:10][C:11]([CH3:14])([CH3:13])[CH3:12])=[O:9])[CH2:4][C:3]=1[C:15]([O:17][CH3:18])=[O:16]. (4) The reactants are Br[C:2]1[C:10]2[O:9][C:8]([C:11]3[CH:16]=[CH:15][C:14]([O:17][Si:18]([C:21]([CH3:24])([CH3:23])[CH3:22])([CH3:20])[CH3:19])=[C:13]([F:25])[CH:12]=3)=[N:7][C:6]=2[CH:5]=[C:4]([O:26][Si:27]([C:30]([CH3:33])([CH3:32])[CH3:31])([CH3:29])[CH3:28])[CH:3]=1.[CH2:34]([Sn](CCCC)(CCCC)C=C)[CH2:35]CC.CC1C=CC(C)=CC=1. The catalyst is C(OCC)C.CC1C=CC=CC=1[P](C1C=CC=CC=1C)([Pd](Cl)(Cl)[P](C1=C(C)C=CC=C1)(C1C=CC=CC=1C)C1C=CC=CC=1C)C1C=CC=CC=1C. The product is [Si:27]([O:26][C:4]1[CH:3]=[C:2]([CH:34]=[CH2:35])[C:10]2[O:9][C:8]([C:11]3[CH:16]=[CH:15][C:14]([O:17][Si:18]([C:21]([CH3:24])([CH3:23])[CH3:22])([CH3:20])[CH3:19])=[C:13]([F:25])[CH:12]=3)=[N:7][C:6]=2[CH:5]=1)([C:30]([CH3:33])([CH3:31])[CH3:32])([CH3:29])[CH3:28]. The yield is 0.890. (5) The reactants are [N+:1]([C:4]1[C:12]2[C:7](=[CH:8][CH:9]=[C:10]([C:13]([N:15]3[CH2:19][CH2:18][C@@H:17]([NH:20]C(=O)OC(C)(C)C)[CH2:16]3)=[O:14])[CH:11]=2)[NH:6][C:5]=1[C:28]1[C:37](=[O:38])[NH:36][C:35]2[C:30](=[CH:31][CH:32]=[CH:33][CH:34]=2)[N:29]=1)([O-:3])=[O:2].C(O)(C(F)(F)F)=O.CCOCC. The catalyst is C(Cl)Cl. The product is [NH2:20][C@@H:17]1[CH2:18][CH2:19][N:15]([C:13]([C:10]2[CH:11]=[C:12]3[C:7](=[CH:8][CH:9]=2)[NH:6][C:5]([C:28]2[C:37](=[O:38])[NH:36][C:35]4[C:30]([N:29]=2)=[CH:31][CH:32]=[CH:33][CH:34]=4)=[C:4]3[N+:1]([O-:3])=[O:2])=[O:14])[CH2:16]1. The yield is 0.880. (6) The reactants are [CH:1]1([CH2:6][CH:7]([N:11]2[C:16](=[O:17])[CH:15]=[C:14]([O:18][C:19]3[CH:24]=[CH:23][CH:22]=[CH:21][CH:20]=3)[CH:13]=[N:12]2)[C:8]([OH:10])=O)[CH2:5][CH2:4][CH2:3][CH2:2]1.[CH3:25][C:26]1[S:30][C:29]([NH2:31])=[N:28][N:27]=1. No catalyst specified. The product is [CH:1]1([CH2:6][CH:7]([N:11]2[C:16](=[O:17])[CH:15]=[C:14]([O:18][C:19]3[CH:20]=[CH:21][CH:22]=[CH:23][CH:24]=3)[CH:13]=[N:12]2)[C:8]([NH:31][C:29]2[S:30][C:26]([CH3:25])=[N:27][N:28]=2)=[O:10])[CH2:2][CH2:3][CH2:4][CH2:5]1. The yield is 0.314. (7) The reactants are [C:1]([C:3]([C:6]1[CH:7]=[C:8]([CH:12]=[CH:13][CH:14]=1)[C:9]([OH:11])=O)([CH3:5])[CH3:4])#[N:2].O1CCCC1.C(Cl)(=O)C(Cl)=O.[NH2:26][C:27]1[CH:28]=[C:29]([CH:45]=[CH:46][CH:47]=1)[O:30][C:31]1[CH:32]=[CH:33][C:34]2[N:35]([CH:37]=[C:38]([C:40]([O:42]CC)=[O:41])[N:39]=2)[N:36]=1. The catalyst is CN1CCCC1=O.C(OCC)(=O)C.CN(C)C=O. The product is [C:1]([C:3]([C:6]1[CH:7]=[C:8]([CH:12]=[CH:13][CH:14]=1)[C:9]([NH:26][C:27]1[CH:28]=[C:29]([CH:45]=[CH:46][CH:47]=1)[O:30][C:31]1[CH:32]=[CH:33][C:34]2[N:35]([CH:37]=[C:38]([C:40]([OH:42])=[O:41])[N:39]=2)[N:36]=1)=[O:11])([CH3:4])[CH3:5])#[N:2]. The yield is 0.940. (8) The reactants are [CH3:1][N:2]1[CH:6]=[C:5]([C:7]2[CH:12]=[C:11]([O:13][C:14]3[CH:15]=[N:16][C:17]([N+:20]([O-])=O)=[CH:18][CH:19]=3)[CH:10]=[CH:9][N:8]=2)[N:4]=[CH:3]1. The catalyst is CO.[Pd]. The product is [CH3:1][N:2]1[CH:6]=[C:5]([C:7]2[CH:12]=[C:11]([O:13][C:14]3[CH:19]=[CH:18][C:17]([NH2:20])=[N:16][CH:15]=3)[CH:10]=[CH:9][N:8]=2)[N:4]=[CH:3]1. The yield is 0.910.